From a dataset of Catalyst prediction with 721,799 reactions and 888 catalyst types from USPTO. Predict which catalyst facilitates the given reaction. (1) Reactant: [N+:1]([C:4]1[CH:5]=[CH:6][C:7]2[NH:12][CH2:11][CH2:10][O:9][C:8]=2[CH:13]=1)([O-:3])=[O:2].[Cl:14][CH2:15][C:16](Cl)=[O:17].C([O-])(O)=O.[Na+]. Product: [Cl:14][CH2:15][C:16]([N:12]1[CH2:11][CH2:10][O:9][C:8]2[CH:13]=[C:4]([N+:1]([O-:3])=[O:2])[CH:5]=[CH:6][C:7]1=2)=[O:17]. The catalyst class is: 11. (2) Reactant: [O:1]1[CH2:5][CH2:4][CH2:3][CH:2]1[CH2:6][O:7][C:8]1[CH:13]=[CH:12][CH:11]=[CH:10][C:9]=1[C:14]1[N:19]=[CH:18][NH:17][C:16](=O)[CH:15]=1.CN(C=O)C.C(Cl)(=O)C([Cl:29])=O. Product: [Cl:29][C:16]1[CH:15]=[C:14]([C:9]2[CH:10]=[CH:11][CH:12]=[CH:13][C:8]=2[O:7][CH2:6][CH:2]2[CH2:3][CH2:4][CH2:5][O:1]2)[N:19]=[CH:18][N:17]=1. The catalyst class is: 269. (3) Reactant: [CH3:1][C:2]1[NH:3][C:4](=[O:26])[C:5]([CH2:11][C:12]2[CH:17]=[CH:16][C:15]([C:18]3[C:19]([C:24]#[N:25])=[CH:20][CH:21]=[CH:22][CH:23]=3)=[CH:14][CH:13]=2)=[C:6]([CH2:8][CH2:9][CH3:10])[N:7]=1.[CH:27]([O:30][C:31]1[N:36]=[CH:35][C:34](B(O)O)=[CH:33][CH:32]=1)([CH3:29])[CH3:28].C(N(CC)CC)C.N1C=CC=CC=1. Product: [CH:27]([O:30][C:31]1[N:36]=[CH:35][C:34]([N:3]2[C:4](=[O:26])[C:5]([CH2:11][C:12]3[CH:17]=[CH:16][C:15]([C:18]4[C:19]([C:24]#[N:25])=[CH:20][CH:21]=[CH:22][CH:23]=4)=[CH:14][CH:13]=3)=[C:6]([CH2:8][CH2:9][CH3:10])[N:7]=[C:2]2[CH3:1])=[CH:33][CH:32]=1)([CH3:29])[CH3:28]. The catalyst class is: 297. (4) Reactant: Br[C:2]1[C:15]2[CH2:14][CH2:13][N:12]3[C:8](=[N:9][C:10]([C:16]4[CH:21]=[CH:20][CH:19]=[CH:18][CH:17]=4)=[CH:11]3)[CH:7]([O:22][CH:23]3[CH2:28][CH2:27][N:26]([CH3:29])[CH2:25][CH2:24]3)[C:6]=2[CH:5]=[CH:4][CH:3]=1.[CH3:30][NH2:31].CO.C(=O)([O-])[O-].[Cs+].[Cs+]. Product: [CH3:30][NH:31][C:2]1[C:15]2[CH2:14][CH2:13][N:12]3[C:8](=[N:9][C:10]([C:16]4[CH:21]=[CH:20][CH:19]=[CH:18][CH:17]=4)=[CH:11]3)[CH:7]([O:22][CH:23]3[CH2:28][CH2:27][N:26]([CH3:29])[CH2:25][CH2:24]3)[C:6]=2[CH:5]=[CH:4][CH:3]=1. The catalyst class is: 590.